Dataset: Full USPTO retrosynthesis dataset with 1.9M reactions from patents (1976-2016). Task: Predict the reactants needed to synthesize the given product. The reactants are: [CH2:1]([O:8][C:9]1[CH:10]=[C:11]([C:16]([CH2:19][CH2:20][C:21]([O:23][CH3:24])=[O:22])=[CH:17][N:18]=1)[C:12]([O:14]C)=O)[C:2]1[CH:7]=[CH:6][CH:5]=[CH:4][CH:3]=1.C[Si]([N-][Si](C)(C)C)(C)C.[Na+]. Given the product [CH2:1]([O:8][C:9]1[N:18]=[CH:17][C:16]2[CH2:19][CH:20]([C:21]([O:23][CH3:24])=[O:22])[C:12](=[O:14])[C:11]=2[CH:10]=1)[C:2]1[CH:3]=[CH:4][CH:5]=[CH:6][CH:7]=1, predict the reactants needed to synthesize it.